From a dataset of Forward reaction prediction with 1.9M reactions from USPTO patents (1976-2016). Predict the product of the given reaction. (1) Given the reactants [N:1]1([S:7]([N:10]2[CH2:15][CH2:14][O:13][C:12]3[N:16]=[CH:17][C:18]([C:20](Cl)=[O:21])=[CH:19][C:11]2=3)(=[O:9])=[O:8])[CH2:6][CH2:5][CH2:4][CH2:3][CH2:2]1.[C:23]([NH2:27])([CH3:26])([CH3:25])[CH3:24], predict the reaction product. The product is: [C:23]([NH:27][C:20]([C:18]1[CH:17]=[N:16][C:12]2[O:13][CH2:14][CH2:15][N:10]([S:7]([N:1]3[CH2:6][CH2:5][CH2:4][CH2:3][CH2:2]3)(=[O:9])=[O:8])[C:11]=2[CH:19]=1)=[O:21])([CH3:26])([CH3:25])[CH3:24]. (2) The product is: [Cl:28][C:26]1[CH:25]=[C:24]([F:29])[C:23]([C:30]2[N:34]=[C:33]([CH3:35])[O:32][N:31]=2)=[C:22]([C:20]2[CH:19]=[CH:18][C:17]3[CH:13]([NH:12][C:11]([C:8]4([NH2:7])[CH2:10][CH2:9]4)=[O:36])[CH2:14][O:15][C:16]=3[CH:21]=2)[CH:27]=1. Given the reactants C(OC(=O)[NH:7][C:8]1([C:11](=[O:36])[NH:12][CH:13]2[C:17]3[CH:18]=[CH:19][C:20]([C:22]4[CH:27]=[C:26]([Cl:28])[CH:25]=[C:24]([F:29])[C:23]=4[C:30]4[N:34]=[C:33]([CH3:35])[O:32][N:31]=4)=[CH:21][C:16]=3[O:15][CH2:14]2)[CH2:10][CH2:9]1)(C)(C)C.FC(F)(F)C(O)=O, predict the reaction product. (3) Given the reactants [CH:1]([C:4]1[CH:9]=[CH:8][C:7]([N:10]([CH2:25][C:26]2[CH:27]=[N:28][NH:29][CH:30]=2)[C:11]([CH:13]2[C:22]3[C:17](=[CH:18][CH:19]=[C:20]([O:23][CH3:24])[CH:21]=3)[CH2:16][CH2:15][CH2:14]2)=[O:12])=[CH:6][CH:5]=1)([CH3:3])[CH3:2].[CH2:31](I)[CH2:32][CH3:33], predict the reaction product. The product is: [CH:1]([C:4]1[CH:5]=[CH:6][C:7]([N:10]([CH2:25][C:26]2[CH:27]=[N:28][N:29]([CH2:31][CH2:32][CH3:33])[CH:30]=2)[C:11]([CH:13]2[C:22]3[C:17](=[CH:18][CH:19]=[C:20]([O:23][CH3:24])[CH:21]=3)[CH2:16][CH2:15][CH2:14]2)=[O:12])=[CH:8][CH:9]=1)([CH3:3])[CH3:2]. (4) Given the reactants [F:1][C:2]1[CH:7]=[CH:6][C:5]([N:8]2[C:16]3[CH:15]=[C:14]4[CH2:17][CH2:18][C@H:19]5[C:24]([C@@:13]4([CH3:32])[CH2:12][C:11]=3[CH:10]=[N:9]2)=[CH:23][CH2:22][C@@H:21]([C:25]([F:28])([F:27])[F:26])[C@@H:20]5[C:29]([OH:31])=O)=[CH:4][CH:3]=1.F[P-](F)(F)(F)(F)F.N1(OC(N(C)C)=[N+](C)C)C2N=CC=CC=2N=N1.C(N(CC)C(C)C)(C)C.[CH3:66][O:67][C:68]1[CH:73]=[CH:72][C:71]([NH2:74])=[CH:70][CH:69]=1, predict the reaction product. The product is: [F:1][C:2]1[CH:3]=[CH:4][C:5]([N:8]2[C:16]3[CH:15]=[C:14]4[CH2:17][CH2:18][C@H:19]5[C:24]([C@@:13]4([CH3:32])[CH2:12][C:11]=3[CH:10]=[N:9]2)=[CH:23][CH2:22][C@@H:21]([C:25]([F:28])([F:26])[F:27])[C@@H:20]5[C:29]([NH:74][C:71]2[CH:72]=[CH:73][C:68]([O:67][CH3:66])=[CH:69][CH:70]=2)=[O:31])=[CH:6][CH:7]=1. (5) Given the reactants [C:1]([O:4][CH2:5][CH:6]([CH2:12][CH2:13][C:14]1[O:15][C:16]([Br:29])=[C:17]([C:19]2[CH:24]=[CH:23][C:22]([C:25]([F:28])([F:27])[F:26])=[CH:21][CH:20]=2)[N:18]=1)[CH2:7][O:8][C:9](=[O:11])[CH3:10])(=[O:3])[CH3:2].C1C(=O)N([Br:37])C(=O)C1.O, predict the reaction product. The product is: [C:9]([O:8][CH2:7][CH:6]([CH2:12][CH:13]([Br:37])[C:14]1[O:15][C:16]([Br:29])=[C:17]([C:19]2[CH:24]=[CH:23][C:22]([C:25]([F:26])([F:27])[F:28])=[CH:21][CH:20]=2)[N:18]=1)[CH2:5][O:4][C:1](=[O:3])[CH3:2])(=[O:11])[CH3:10].